This data is from Peptide-MHC class II binding affinity with 134,281 pairs from IEDB. The task is: Regression. Given a peptide amino acid sequence and an MHC pseudo amino acid sequence, predict their binding affinity value. This is MHC class II binding data. The peptide sequence is SQTAANPSCPEGT. The MHC is DRB5_0101 with pseudo-sequence DRB5_0101. The binding affinity (normalized) is 0.00206.